Dataset: NCI-60 drug combinations with 297,098 pairs across 59 cell lines. Task: Regression. Given two drug SMILES strings and cell line genomic features, predict the synergy score measuring deviation from expected non-interaction effect. Drug 1: CC12CCC(CC1=CCC3C2CCC4(C3CC=C4C5=CN=CC=C5)C)O. Drug 2: C(CCl)NC(=O)N(CCCl)N=O. Cell line: EKVX. Synergy scores: CSS=-0.108, Synergy_ZIP=1.64, Synergy_Bliss=-0.245, Synergy_Loewe=-5.55, Synergy_HSA=-4.61.